From a dataset of Full USPTO retrosynthesis dataset with 1.9M reactions from patents (1976-2016). Predict the reactants needed to synthesize the given product. Given the product [CH3:12][N:2]([CH3:1])[C:3]1[CH:4]=[C:5]([NH:15][C:18]([N:51]2[CH2:52][CH2:53][N:48]([C:46]3[S:45][N:44]=[C:43]([C:37]4[CH:38]=[CH:39][CH:40]=[CH:41][CH:42]=4)[N:47]=3)[CH2:49][CH2:50]2)=[O:27])[CH:9]=[CH:10][CH:11]=1, predict the reactants needed to synthesize it. The reactants are: [CH3:1][N:2]([CH3:12])[C:3]1[CH:4]=[C:5]([CH:9]=[CH:10][CH:11]=1)C(O)=O.C([N:15]([CH2:18]C)CC)C.C1(P(N=[N+]=[N-])(C2C=CC=CC=2)=[O:27])C=CC=CC=1.[C:37]1([C:43]2[N:47]=[C:46]([N:48]3[CH2:53][CH2:52][NH:51][CH2:50][CH2:49]3)[S:45][N:44]=2)[CH:42]=[CH:41][CH:40]=[CH:39][CH:38]=1.